From a dataset of Forward reaction prediction with 1.9M reactions from USPTO patents (1976-2016). Predict the product of the given reaction. (1) Given the reactants C(OC(=O)[NH:7][C:8]1[CH:13]=[CH:12][C:11]([C:14]2[CH:19]=[CH:18][CH:17]=[CH:16][C:15]=2[F:20])=[CH:10][C:9]=1[NH:21][C:22](=[O:34])[CH2:23][C:24]([C:26]1[CH:31]=[CH:30][N:29]=[C:28]([C:32]#[N:33])[CH:27]=1)=O)(C)(C)C.C(O)(C(F)(F)F)=O, predict the reaction product. The product is: [F:20][C:15]1[CH:16]=[CH:17][CH:18]=[CH:19][C:14]=1[C:11]1[CH:12]=[CH:13][C:8]2[N:7]=[C:24]([C:26]3[CH:31]=[CH:30][N:29]=[C:28]([C:32]#[N:33])[CH:27]=3)[CH2:23][C:22](=[O:34])[NH:21][C:9]=2[CH:10]=1. (2) Given the reactants [CH2:1]([O:8][C:9]([N:11]1[C@@H:16]([CH2:17][O:18][CH3:19])[CH2:15][CH2:14][C@H:13]([C:20]([OH:22])=O)[CH2:12]1)=[O:10])[C:2]1[CH:7]=[CH:6][CH:5]=[CH:4][CH:3]=1.[Cl:23][C:24]1[C:25]([CH2:30][NH2:31])=[N:26][CH:27]=[CH:28][N:29]=1.CN(C(ON1N=NC2C=CC=NC1=2)=[N+](C)C)C.F[P-](F)(F)(F)(F)F.C(N(CC)CC)C, predict the reaction product. The product is: [Cl:23][C:24]1[C:25]([CH2:30][NH:31][C:20]([C@@H:13]2[CH2:12][N:11]([C:9]([O:8][CH2:1][C:2]3[CH:3]=[CH:4][CH:5]=[CH:6][CH:7]=3)=[O:10])[C@@H:16]([CH2:17][O:18][CH3:19])[CH2:15][CH2:14]2)=[O:22])=[N:26][CH:27]=[CH:28][N:29]=1.